This data is from Catalyst prediction with 721,799 reactions and 888 catalyst types from USPTO. The task is: Predict which catalyst facilitates the given reaction. (1) The catalyst class is: 5. Product: [O:1]1[CH2:6][CH2:5][CH:4]([NH:7][C:8]([C:10]2[CH:11]=[N:12][N:13]([C:19]3[CH:20]=[CH:21][C:22]([C:23]([OH:25])=[O:24])=[CH:27][CH:28]=3)[C:14]=2[S:15][CH2:16][CH2:17][CH3:18])=[O:9])[CH2:3][CH2:2]1. Reactant: [O:1]1[CH2:6][CH2:5][CH:4]([NH:7][C:8]([C:10]2[CH:11]=[N:12][N:13]([C:19]3[CH:28]=[CH:27][C:22]([C:23]([O:25]C)=[O:24])=[CH:21][CH:20]=3)[C:14]=2[S:15][CH2:16][CH2:17][CH3:18])=[O:9])[CH2:3][CH2:2]1.[OH-].[Na+]. (2) Reactant: [NH2:1][CH:2]1[CH2:7][CH2:6][N:5]([CH2:8][C:9]2[CH:14]=[CH:13][CH:12]=[CH:11][CH:10]=2)[CH2:4][CH2:3]1.[Cl:15][C:16]1[N:17]=[N:18][C:19](Cl)=[CH:20][CH:21]=1.C(O)CCC.O. Product: [CH2:8]([N:5]1[CH2:6][CH2:7][CH:2]([NH:1][C:19]2[N:18]=[N:17][C:16]([Cl:15])=[CH:21][CH:20]=2)[CH2:3][CH2:4]1)[C:9]1[CH:14]=[CH:13][CH:12]=[CH:11][CH:10]=1. The catalyst class is: 4.